Dataset: Reaction yield outcomes from USPTO patents with 853,638 reactions. Task: Predict the reaction yield, written as a fraction of the theoretical maximum amount of product (1.0 means a 100% yield; for example, 0.34 means a 34% yield). (1) The reactants are [CH:1]1[C:2]2[C:17](=[O:18])[C:16]([C:19]([OH:21])=[O:20])=[CH:15][N:14]([CH:22]3[CH2:24][CH2:23]3)[C:3]=2[CH:4]=[C:5]([N:8]2[CH2:13][CH2:12][NH:11][CH2:10][CH2:9]2)[C:6]=1[F:7].Br[CH2:26][CH2:27][CH2:28][O:29][C:30]1[CH:31]=[CH:32][C:33]2[CH2:37][O:36][B:35]([OH:38])[C:34]=2[CH:39]=1.C(N(CC)CC)C.C(O)(C(F)(F)F)=O. The catalyst is C(O)C. The product is [CH:22]1([N:14]2[C:3]3[C:2](=[CH:1][C:6]([F:7])=[C:5]([N:8]4[CH2:9][CH2:10][N:11]([CH2:26][CH2:27][CH2:28][O:29][C:30]5[CH:31]=[CH:32][C:33]6[CH2:37][O:36][B:35]([OH:38])[C:34]=6[CH:39]=5)[CH2:12][CH2:13]4)[CH:4]=3)[C:17](=[O:18])[C:16]([C:19]([OH:21])=[O:20])=[CH:15]2)[CH2:23][CH2:24]1. The yield is 0.0600. (2) The product is [C:18]1([CH2:17][NH:6][C@@H:5]([C:4]([OH:3])=[O:9])[CH2:7][OH:8])[CH:23]=[CH:22][CH:21]=[CH:20][CH:19]=1. The yield is 0.640. The catalyst is CO.O. The reactants are Cl.C[O:3][C:4](=[O:9])[C@@H:5]([CH2:7][OH:8])[NH2:6].C(N(CC)CC)C.[CH:17](=O)[C:18]1[CH:23]=[CH:22][CH:21]=[CH:20][CH:19]=1.[BH4-].[Na+].[OH-].[Na+].Cl.